This data is from Full USPTO retrosynthesis dataset with 1.9M reactions from patents (1976-2016). The task is: Predict the reactants needed to synthesize the given product. (1) Given the product [F:33][C:27]1[CH:26]=[C:25]([C:22]2[CH:21]=[CH:20][C:19]([F:18])=[CH:24][N:23]=2)[CH:30]=[CH:29][C:28]=1[OH:31], predict the reactants needed to synthesize it. The reactants are: C(S)CCCCCCCCCCC.[Al+3].[Cl-].[Cl-].[Cl-].[F:18][C:19]1[CH:20]=[CH:21][C:22]([C:25]2[CH:30]=[CH:29][C:28]([O:31]C)=[C:27]([F:33])[CH:26]=2)=[N:23][CH:24]=1. (2) Given the product [O:12]1[C:13]([C:20]([O:6][CH2:5][CH:4]([CH2:1][CH2:2][CH3:3])[CH2:7][CH2:8][CH2:9][CH2:10][CH3:11])=[O:22])=[CH:14][CH:15]=[C:16]1[C:17]([O:19][CH2:5][CH:4]([CH2:1][CH2:2][CH3:3])[CH2:7][CH2:8][CH2:9][CH2:10][CH3:11])=[O:18], predict the reactants needed to synthesize it. The reactants are: [CH2:1]([CH:4]([CH2:7][CH2:8][CH2:9][CH2:10][CH3:11])[CH2:5][OH:6])[CH2:2][CH3:3].[O:12]1[C:16]([C:17]([OH:19])=[O:18])=[CH:15][CH:14]=[C:13]1[C:20]([OH:22])=O.O.S(=O)(=O)(O)O. (3) Given the product [C:13]([O:17][CH2:18][C:19]1[CH:24]=[C:23]([C:2]2[N:10]3[C:5]([CH:6]=[N:7][C:8]([S:11][CH3:12])=[N:9]3)=[CH:4][CH:3]=2)[CH:22]=[CH:21][CH:20]=1)([CH3:16])([CH3:14])[CH3:15], predict the reactants needed to synthesize it. The reactants are: Br[C:2]1[N:10]2[C:5]([CH:6]=[N:7][C:8]([S:11][CH3:12])=[N:9]2)=[CH:4][CH:3]=1.[C:13]([O:17][CH2:18][C:19]1[CH:20]=[C:21](B(O)O)[CH:22]=[CH:23][CH:24]=1)([CH3:16])([CH3:15])[CH3:14].C(=O)([O-])[O-].[Na+].[Na+].O.CN(C)C=O. (4) Given the product [Cl:20][C:18]1[CH:17]=[CH:16][C:15]([C:21]([NH:23][C@@H:24]([CH:29]2[CH2:34][CH2:33][CH2:32][CH2:31][CH2:30]2)[C:25]([O:27][CH3:28])=[O:26])=[O:22])=[C:14]([NH:13][C:11]([NH:10][C:3]2[C:2]([Cl:1])=[CH:7][C:6]([Cl:8])=[CH:5][C:4]=2[Cl:9])=[O:12])[CH:19]=1, predict the reactants needed to synthesize it. The reactants are: [Cl:1][C:2]1[CH:7]=[C:6]([Cl:8])[CH:5]=[C:4]([Cl:9])[C:3]=1[N:10]=[C:11]=[O:12].[NH2:13][C:14]1[CH:19]=[C:18]([Cl:20])[CH:17]=[CH:16][C:15]=1[C:21]([NH:23][C@@H:24]([CH:29]1[CH2:34][CH2:33][CH2:32][CH2:31][CH2:30]1)[C:25]([O:27][CH3:28])=[O:26])=[O:22]. (5) Given the product [CH3:19][N:20]([CH2:2][CH2:3][CH2:4][N:5]1[C:17]2[CH:16]=[CH:15][CH:14]=[CH:13][C:12]=2[C:11]2[C:6]1=[CH:7][CH:8]=[CH:9][CH:10]=2)[CH3:21], predict the reactants needed to synthesize it. The reactants are: Cl[CH2:2][CH2:3][CH2:4][N:5]1[C:17]2[CH:16]=[CH:15][CH:14]=[CH:13][C:12]=2[C:11]2[C:6]1=[CH:7][CH:8]=[CH:9][CH:10]=2.Cl.[CH3:19][NH:20][CH3:21].C([O-])([O-])=O.[K+].[K+].[I-].[K+]. (6) Given the product [CH2:14]([O:21][C:22](=[O:23])[N:4]([CH2:5][C:6]#[CH:7])[CH2:1][C:2]#[CH:3])[C:15]1[CH:20]=[CH:19][CH:18]=[CH:17][CH:16]=1, predict the reactants needed to synthesize it. The reactants are: [CH2:1]([NH:4][CH2:5][C:6]#[CH:7])[C:2]#[CH:3].C([O-])([O-])=O.[K+].[K+].[CH2:14]([O:21][C:22](ON1C(=O)CCC1=O)=[O:23])[C:15]1[CH:20]=[CH:19][CH:18]=[CH:17][CH:16]=1. (7) The reactants are: [Cl:1][C:2]1[CH:32]=[CH:31][C:5]([CH2:6][NH:7][C:8]([C:10]2[C:11](=[O:30])[C:12]3[S:19][C:18]([CH:20]=[O:21])=[C:17]([CH2:22][O:23][CH2:24][CH2:25][Si:26]([CH3:29])([CH3:28])[CH3:27])[C:13]=3[N:14]([CH3:16])[CH:15]=2)=[O:9])=[CH:4][CH:3]=1.C(O)(=O)C.C(O[BH-](OC(=O)C)OC(=O)C)(=O)C.[Na+]. Given the product [Cl:1][C:2]1[CH:3]=[CH:4][C:5]([CH2:6][NH:7][C:8]([C:10]2[C:11](=[O:30])[C:12]3[S:19][C:18]([CH2:20][OH:21])=[C:17]([CH2:22][O:23][CH2:24][CH2:25][Si:26]([CH3:27])([CH3:28])[CH3:29])[C:13]=3[N:14]([CH3:16])[CH:15]=2)=[O:9])=[CH:31][CH:32]=1, predict the reactants needed to synthesize it. (8) Given the product [CH3:19][O:18][CH2:17][CH2:16][O:15][C:13]1[CH:12]=[CH:11][C:10](/[CH:20]=[CH:21]/[C:22]([NH:24][S:25]([CH2:28][CH2:29][CH2:30][CH2:31][CH3:32])(=[O:27])=[O:26])=[O:23])=[C:9]([O:8][C:5]2[C:4]([CH3:33])=[CH:3][C:2]([C:36]3[CH:41]=[CH:40][CH:39]=[CH:38][CH:37]=3)=[CH:7][N:6]=2)[CH:14]=1, predict the reactants needed to synthesize it. The reactants are: Br[C:2]1[CH:3]=[C:4]([CH3:33])[C:5]([O:8][C:9]2[CH:14]=[C:13]([O:15][CH2:16][CH2:17][O:18][CH3:19])[CH:12]=[CH:11][C:10]=2/[CH:20]=[CH:21]/[C:22]([NH:24][S:25]([CH2:28][CH2:29][CH2:30][CH2:31][CH3:32])(=[O:27])=[O:26])=[O:23])=[N:6][CH:7]=1.OB(O)[C:36]1[CH:41]=[CH:40][CH:39]=[CH:38][CH:37]=1.C(=O)([O-])[O-].[Na+].[Na+].O. (9) The reactants are: [Br:1][C:2]1[CH:3]=[CH:4][C:5]([N:8]2[CH:12]=[C:11]([CH2:13][CH2:14][C:15](OCC)=[O:16])[C:10]([CH:20]([CH2:23][CH3:24])[CH2:21][CH3:22])=[N:9]2)=[N:6][CH:7]=1.[H-].C([Al+]CC(C)C)C(C)C.Cl. Given the product [Br:1][C:2]1[CH:3]=[CH:4][C:5]([N:8]2[CH:12]=[C:11]([CH2:13][CH2:14][CH2:15][OH:16])[C:10]([CH:20]([CH2:23][CH3:24])[CH2:21][CH3:22])=[N:9]2)=[N:6][CH:7]=1, predict the reactants needed to synthesize it. (10) Given the product [C:14]([C:13]1[C:8]([NH:7][C:44]([C:39]2[S:43][CH:42]=[CH:41][CH:40]=2)=[O:45])=[N:9][C:10]([C:29]2[CH:34]=[CH:33][CH:32]=[CH:31][C:30]=2[O:35][CH2:36][O:37][CH3:38])=[CH:11][C:12]=1[C:16]1[CH:17]=[CH:18][C:19]([N:26]([CH3:27])[CH3:28])=[C:20]([CH:25]=1)[C:21]([OH:23])=[O:22])#[N:15], predict the reactants needed to synthesize it. The reactants are: N1C=CC=CC=1.[NH2:7][C:8]1[C:13]([C:14]#[N:15])=[C:12]([C:16]2[CH:17]=[CH:18][C:19]([N:26]([CH3:28])[CH3:27])=[C:20]([CH:25]=2)[C:21]([O:23]C)=[O:22])[CH:11]=[C:10]([C:29]2[CH:34]=[CH:33][CH:32]=[CH:31][C:30]=2[O:35][CH2:36][O:37][CH3:38])[N:9]=1.[C:39]1([C:44](Cl)=[O:45])[S:43][CH:42]=[CH:41][CH:40]=1.